Dataset: Drug-target binding data from BindingDB using Ki measurements. Task: Regression. Given a target protein amino acid sequence and a drug SMILES string, predict the binding affinity score between them. We predict pKi (pKi = -log10(Ki in M); higher means stronger inhibition). Dataset: bindingdb_ki. The compound is Cc1cn([C@H]2C[C@H](CN=[N+]=[N-])[C@@H](CO)O2)c(=O)[nH]c1=O. The target protein (P9WKE1) has sequence MLIAIEGVDGAGKRTLVEKLSGAFRAAGRSVATLAFPRYGQSVAADIAAEALHGEHGDLASSVYAMATLFALDRAGAVHTIQGLCRGYDVVILDRYVASNAAYSAARLHENAAGKAAAWVQRIEFARLGLPKPDWQVLLAVSAELAGERSRGRAQRDPGRARDNYERDAELQQRTGAVYAELAAQGWGGRWLVVGADVDPGRLAATLAPPDVPS. The pKi is 4.4.